From a dataset of Full USPTO retrosynthesis dataset with 1.9M reactions from patents (1976-2016). Predict the reactants needed to synthesize the given product. The reactants are: C([O:4][C:5]1[CH:10]=[C:9]([C:11]#[N:12])[C:8](Br)=[C:7]([C:14]#[N:15])[C:6]=1[O:16]C(=O)C)(=O)C.[C:20]1([C:26]2[S:30][C:29](B(O)O)=[CH:28][CH:27]=2)[CH:25]=[CH:24][CH:23]=[CH:22][CH:21]=1. Given the product [OH:16][C:6]1[C:5]([OH:4])=[CH:10][C:9]([C:11]#[N:12])=[C:8]([C:29]2[S:30][C:26]([C:20]3[CH:21]=[CH:22][CH:23]=[CH:24][CH:25]=3)=[CH:27][CH:28]=2)[C:7]=1[C:14]#[N:15], predict the reactants needed to synthesize it.